Predict the reaction yield, written as a fraction of the theoretical maximum amount of product (1.0 means a 100% yield; for example, 0.34 means a 34% yield). From a dataset of Reaction yield outcomes from USPTO patents with 853,638 reactions. (1) The yield is 0.510. The product is [C:1]([C:5]1[CH:9]=[C:8]([NH:10][C:11]([NH:13][C:14]2[CH:15]=[CH:16][C:17]([O:20][C:21]3[CH:26]=[CH:25][N:24]=[CH:23][CH:22]=3)=[CH:18][CH:19]=2)=[O:12])[N:7]([C:27]2[CH:28]=[CH:29][C:30]([CH2:33][CH2:34][OH:35])=[CH:31][CH:32]=2)[N:6]=1)([CH3:4])([CH3:2])[CH3:3]. The reactants are [C:1]([C:5]1[CH:9]=[C:8]([NH:10][C:11]([NH:13][C:14]2[CH:19]=[CH:18][C:17]([O:20][C:21]3[CH:26]=[CH:25][N:24]=[CH:23][CH:22]=3)=[CH:16][CH:15]=2)=[O:12])[N:7]([C:27]2[CH:32]=[CH:31][C:30]([CH2:33][C:34](O)=[O:35])=[CH:29][CH:28]=2)[N:6]=1)([CH3:4])([CH3:3])[CH3:2].B.S([O-])(OC)=O. The catalyst is C1COCC1. (2) The reactants are [CH3:1][O:2][C:3](=[O:17])[C:4]1[CH:9]=[C:8]([N:10]2[CH2:14][CH2:13][CH2:12][C:11]2=[O:15])[CH:7]=[C:6]([OH:16])[CH:5]=1.C([O-])([O-])=O.[K+].[K+].[CH2:24](I)[CH3:25]. The catalyst is CN(C=O)C.Cl. The product is [CH3:1][O:2][C:3](=[O:17])[C:4]1[CH:9]=[C:8]([N:10]2[CH2:14][CH2:13][CH2:12][C:11]2=[O:15])[CH:7]=[C:6]([O:16][CH2:24][CH3:25])[CH:5]=1. The yield is 0.950.